This data is from NCI-60 drug combinations with 297,098 pairs across 59 cell lines. The task is: Regression. Given two drug SMILES strings and cell line genomic features, predict the synergy score measuring deviation from expected non-interaction effect. (1) Drug 1: CC12CCC3C(C1CCC2=O)CC(=C)C4=CC(=O)C=CC34C. Drug 2: CC1CCC2CC(C(=CC=CC=CC(CC(C(=O)C(C(C(=CC(C(=O)CC(OC(=O)C3CCCCN3C(=O)C(=O)C1(O2)O)C(C)CC4CCC(C(C4)OC)OCCO)C)C)O)OC)C)C)C)OC. Cell line: UACC62. Synergy scores: CSS=41.8, Synergy_ZIP=3.66, Synergy_Bliss=5.63, Synergy_Loewe=0.904, Synergy_HSA=7.14. (2) Drug 1: CN(C)C1=NC(=NC(=N1)N(C)C)N(C)C. Drug 2: CC1=C(C(=CC=C1)Cl)NC(=O)C2=CN=C(S2)NC3=CC(=NC(=N3)C)N4CCN(CC4)CCO. Cell line: LOX IMVI. Synergy scores: CSS=37.9, Synergy_ZIP=-4.68, Synergy_Bliss=0.0414, Synergy_Loewe=-15.0, Synergy_HSA=3.38. (3) Synergy scores: CSS=19.7, Synergy_ZIP=-9.32, Synergy_Bliss=-8.76, Synergy_Loewe=-17.2, Synergy_HSA=-6.92. Cell line: UACC-257. Drug 2: CC12CCC3C(C1CCC2OP(=O)(O)O)CCC4=C3C=CC(=C4)OC(=O)N(CCCl)CCCl.[Na+]. Drug 1: C1=NC2=C(N1)C(=S)N=C(N2)N. (4) Drug 1: CCCCCOC(=O)NC1=NC(=O)N(C=C1F)C2C(C(C(O2)C)O)O. Drug 2: CC(C)NC(=O)C1=CC=C(C=C1)CNNC.Cl. Cell line: UACC-257. Synergy scores: CSS=-4.92, Synergy_ZIP=1.83, Synergy_Bliss=-0.696, Synergy_Loewe=-5.84, Synergy_HSA=-4.92.